This data is from Catalyst prediction with 721,799 reactions and 888 catalyst types from USPTO. The task is: Predict which catalyst facilitates the given reaction. (1) Product: [CH3:1][CH2:2][C@H:3]1[O:18][C:16](=[O:17])[C@H:15]([CH3:19])[C@@H:14]([O:20][C@@H:21]2[O:26][C@@H:25]([CH3:27])[C@H:24]([OH:28])[C@@:23]([O:30][CH3:31])([CH3:29])[CH2:22]2)[C@H:13]([CH3:32])[C@@H:12]([O:33][C@@H:34]2[O:39][C@H:38]([CH3:40])[CH2:58][C@H:57]([N:54]([CH3:52])[CH3:55])[C@H:35]2[OH:44])[C@@:11]([OH:46])([CH3:45])[CH2:10][C@@H:9]([CH3:47])/[C:7](=[N:61]\[OH:60])/[C@H:6]([CH3:48])[C@@H:5]([OH:49])[C@@:4]1([OH:51])[CH3:50]. Reactant: [CH3:1][CH2:2][C@H:3]1[O:18][C:16](=[O:17])[C@H:15]([CH3:19])[C@@H:14]([O:20][C@@H:21]2[O:26][C@@H:25]([CH3:27])[C@H:24]([OH:28])[C@@:23]([O:30][CH3:31])([CH3:29])[CH2:22]2)[C@H:13]([CH3:32])[C@@H:12]([O:33][C@@H:34]2[O:39][C@H:38]([CH3:40])C[C@H](N(C)C)[C@H:35]2[OH:44])[C@@:11]([OH:46])([CH3:45])[CH2:10][C@@H:9]([CH3:47])[C:7](=O)[C@H:6]([CH3:48])[C@@H:5]([OH:49])[C@@:4]1([OH:51])[CH3:50].[CH2:52]([N:54]([CH2:57][CH3:58])[CH2:55]C)C.Cl.[OH:60][NH2:61].N. The catalyst class is: 24. (2) Reactant: [F:1][C:2]1[CH:15]=[CH:14][C:5]2[C:6]([CH3:13])=[C:7]([C:9]([O:11]C)=[O:10])[S:8][C:4]=2[CH:3]=1.[OH-].[Na+]. Product: [F:1][C:2]1[CH:15]=[CH:14][C:5]2[C:6]([CH3:13])=[C:7]([C:9]([OH:11])=[O:10])[S:8][C:4]=2[CH:3]=1. The catalyst class is: 5. (3) Reactant: [ClH:1].[NH2:2][C@@H:3]1[C:9](=[O:10])[N:8]2[CH2:11][CH2:12][CH2:13][CH2:14][C@@H:7]2[CH:6]=[CH:5][CH2:4]1.[H][H]. The catalyst class is: 19. Product: [ClH:1].[NH2:2][C@@H:3]1[C:9](=[O:10])[N:8]2[CH2:11][CH2:12][CH2:13][CH2:14][C@@H:7]2[CH2:6][CH2:5][CH2:4]1.